Dataset: Forward reaction prediction with 1.9M reactions from USPTO patents (1976-2016). Task: Predict the product of the given reaction. (1) Given the reactants [Cl:1][C:2]1[CH:34]=[CH:33][C:5]([CH2:6][N:7]2[CH2:12][CH2:11][CH:10]([NH:13][CH2:14][C@@:15]([OH:32])([CH3:31])[CH2:16][O:17][C:18]3[CH:23]=[C:22]([F:24])[CH:21]=[CH:20][C:19]=3[CH:25]([CH3:30])[C:26]([O:28]C)=[O:27])[CH2:9][CH2:8]2)=[CH:4][CH:3]=1.CO.O.[Li+].[OH-], predict the reaction product. The product is: [Cl:1][C:2]1[CH:34]=[CH:33][C:5]([CH2:6][N:7]2[CH2:12][CH2:11][CH:10]([NH:13][CH2:14][C@@:15]([OH:32])([CH3:31])[CH2:16][O:17][C:18]3[CH:23]=[C:22]([F:24])[CH:21]=[CH:20][C:19]=3[CH:25]([CH3:30])[C:26]([OH:28])=[O:27])[CH2:9][CH2:8]2)=[CH:4][CH:3]=1. (2) Given the reactants [NH2:1][C:2]1[C:11]2[C:6](=[CH:7][CH:8]=[CH:9][CH:10]=2)[CH:5]=[CH:4][C:3]=1[C:12]([OH:21])([C:17]([F:20])([F:19])[F:18])[C:13]([F:16])([F:15])[F:14].[CH:22]1([C:27](Cl)=[O:28])[CH2:26][CH2:25][CH2:24][CH2:23]1, predict the reaction product. The product is: [F:20][C:17]([F:18])([F:19])[C:12]([C:3]1[CH:4]=[CH:5][C:6]2[C:11](=[CH:10][CH:9]=[CH:8][CH:7]=2)[C:2]=1[NH:1][C:27]([CH:22]1[CH2:26][CH2:25][CH2:24][CH2:23]1)=[O:28])([OH:21])[C:13]([F:14])([F:15])[F:16].